This data is from Catalyst prediction with 721,799 reactions and 888 catalyst types from USPTO. The task is: Predict which catalyst facilitates the given reaction. Reactant: [F:1][C:2]([F:17])([F:16])[CH2:3][O:4][C:5]1[CH:6]=[CH:7][C:8]([C:11]([O:13]CC)=[O:12])=[N:9][CH:10]=1.[OH-].[Na+]. Product: [F:17][C:2]([F:1])([F:16])[CH2:3][O:4][C:5]1[CH:6]=[CH:7][C:8]([C:11]([OH:13])=[O:12])=[N:9][CH:10]=1. The catalyst class is: 5.